Dataset: Peptide-MHC class I binding affinity with 185,985 pairs from IEDB/IMGT. Task: Regression. Given a peptide amino acid sequence and an MHC pseudo amino acid sequence, predict their binding affinity value. This is MHC class I binding data. (1) The peptide sequence is CYPRLWGVR. The MHC is HLA-A11:01 with pseudo-sequence HLA-A11:01. The binding affinity (normalized) is 0.149. (2) The peptide sequence is MALPPCHL. The MHC is H-2-Db with pseudo-sequence H-2-Db. The binding affinity (normalized) is 0. (3) The peptide sequence is RAILGCAQA. The MHC is HLA-A30:01 with pseudo-sequence HLA-A30:01. The binding affinity (normalized) is 0.282. (4) The peptide sequence is IMLPESDLDK. The MHC is HLA-A11:01 with pseudo-sequence HLA-A11:01. The binding affinity (normalized) is 0.448.